This data is from Full USPTO retrosynthesis dataset with 1.9M reactions from patents (1976-2016). The task is: Predict the reactants needed to synthesize the given product. (1) Given the product [CH3:44][N:31]1[C:30](=[O:45])[CH:29]([NH:28][C:13](=[O:15])[C@@H:9]([NH:8][C:1]([O:3][C:4]([CH3:5])([CH3:6])[CH3:7])=[O:2])[CH:10]([CH3:11])[CH3:12])[C:35]2[CH:36]=[CH:37][CH:38]=[CH:39][C:34]=2[C:33](=[O:40])[N:32]1[CH:41]([CH3:43])[CH3:42], predict the reactants needed to synthesize it. The reactants are: [C:1]([NH:8][C@H:9]([C:13]([OH:15])=O)[CH:10]([CH3:12])[CH3:11])([O:3][C:4]([CH3:7])([CH3:6])[CH3:5])=[O:2].CN1CCOCC1.ClC(OC)=O.[NH2:28][CH:29]1[C:35]2[CH:36]=[CH:37][CH:38]=[CH:39][C:34]=2[C:33](=[O:40])[N:32]([CH:41]([CH3:43])[CH3:42])[N:31]([CH3:44])[C:30]1=[O:45]. (2) Given the product [ClH:28].[N:24]1[CH:25]=[CH:26][CH:27]=[C:22]([S:19]([C:16]2[S:15][C:14]([N:11]3[CH2:10][CH2:9][NH:8][CH2:13][CH2:12]3)=[N:18][CH:17]=2)(=[O:20])=[O:21])[CH:23]=1, predict the reactants needed to synthesize it. The reactants are: C(OC([N:8]1[CH2:13][CH2:12][N:11]([C:14]2[S:15][C:16]([S:19]([C:22]3[CH:23]=[N:24][CH:25]=[CH:26][CH:27]=3)(=[O:21])=[O:20])=[CH:17][N:18]=2)[CH2:10][CH2:9]1)=O)(C)(C)C.[ClH:28]. (3) The reactants are: [F:1][C:2]1[CH:27]=[C:26]([N+:28]([O-])=O)[CH:25]=[CH:24][C:3]=1[O:4][C:5]1[N:10]=[CH:9][N:8]=[C:7]([NH:11][C:12]([N:14]2[CH2:19][CH2:18][CH:17]([N:20]3[CH2:23][CH2:22][CH2:21]3)[CH2:16][CH2:15]2)=[O:13])[CH:6]=1. Given the product [NH2:28][C:26]1[CH:25]=[CH:24][C:3]([O:4][C:5]2[N:10]=[CH:9][N:8]=[C:7]([NH:11][C:12]([N:14]3[CH2:19][CH2:18][CH:17]([N:20]4[CH2:23][CH2:22][CH2:21]4)[CH2:16][CH2:15]3)=[O:13])[CH:6]=2)=[C:2]([F:1])[CH:27]=1, predict the reactants needed to synthesize it.